Task: Predict which catalyst facilitates the given reaction.. Dataset: Catalyst prediction with 721,799 reactions and 888 catalyst types from USPTO (1) Reactant: [NH2:1][C:2]1[C:3]2[C:10]([C:11]3[CH:31]=[CH:30][C:14]([CH2:15][NH:16][C:17]4[C:24]([C:25]5[O:26][CH:27]=[CH:28][N:29]=5)=[CH:23][C:20]([C:21]#[N:22])=[CH:19][N:18]=4)=[CH:13][CH:12]=3)=[CH:9][N:8](S(C3C=CC=CC=3)(=O)=O)[C:4]=2[N:5]=[CH:6][N:7]=1.C([O-])([O-])=O.[K+].[K+]. Product: [NH2:1][C:2]1[C:3]2[C:10]([C:11]3[CH:31]=[CH:30][C:14]([CH2:15][NH:16][C:17]4[C:24]([C:25]5[O:26][CH:27]=[CH:28][N:29]=5)=[CH:23][C:20]([C:21]#[N:22])=[CH:19][N:18]=4)=[CH:13][CH:12]=3)=[CH:9][NH:8][C:4]=2[N:5]=[CH:6][N:7]=1. The catalyst class is: 5. (2) Reactant: BrBr.[CH3:3][N:4]1[C:8]([CH2:9][O:10][C:11]2[CH:17]=[CH:16][C:14]([NH2:15])=[CH:13][CH:12]=2)=[CH:7][C:6]([CH3:18])=[N:5]1.[S-:19][C:20]#[N:21].[K+].C(=O)([O-])[O-].[K+].[K+]. Product: [CH3:3][N:4]1[C:8]([CH2:9][O:10][C:11]2[CH:17]=[CH:16][C:14]3[N:15]=[C:20]([NH2:21])[S:19][C:13]=3[CH:12]=2)=[CH:7][C:6]([CH3:18])=[N:5]1. The catalyst class is: 86.